Dataset: Forward reaction prediction with 1.9M reactions from USPTO patents (1976-2016). Task: Predict the product of the given reaction. Given the reactants [CH3:1][C@H:2]([C@H:6]([CH3:10])[CH2:7][CH2:8][CH3:9])[C:3](O)=[O:4].[Cl-].[Cl:12]C=[N+](C)C, predict the reaction product. The product is: [CH3:1][C@H:2]([C@H:6]([CH3:10])[CH2:7][CH2:8][CH3:9])[C:3]([Cl:12])=[O:4].